The task is: Predict the product of the given reaction.. This data is from Forward reaction prediction with 1.9M reactions from USPTO patents (1976-2016). (1) Given the reactants [CH3:1][O:2][CH2:3][C:4]1[N:9]=[CH:8][C:7]([O:10][C:11]2[CH:12]=[C:13]3[C:17](=[C:18]([O:20][CH:21]4[CH2:26][CH2:25][O:24][CH2:23][CH2:22]4)[CH:19]=2)[NH:16][C:15]([C:27]([NH2:29])=O)=[CH:14]3)=[CH:6][CH:5]=1.COC1C=CC(P2(SP(C3C=CC(OC)=CC=3)(=S)S2)=[S:39])=CC=1.C(OCC)(=O)C.CCCCCC, predict the reaction product. The product is: [CH3:1][O:2][CH2:3][C:4]1[N:9]=[CH:8][C:7]([O:10][C:11]2[CH:12]=[C:13]3[C:17](=[C:18]([O:20][CH:21]4[CH2:26][CH2:25][O:24][CH2:23][CH2:22]4)[CH:19]=2)[NH:16][C:15]([C:27](=[S:39])[NH2:29])=[CH:14]3)=[CH:6][CH:5]=1. (2) Given the reactants CC([CH2:5][N:6]([CH2:10][CH2:11][NH:12][C:13]1[N:14]=[C:15]([C:32]2[CH:37]=[C:36]([C:38]([NH:40][CH:41]([CH3:43])[CH3:42])=[O:39])[CH:35]=[CH:34][C:33]=2[CH3:44])[C:16]2[CH2:21][NH:20][C:19](=[O:22])[N:18]([C:23]3[C:28]([F:29])=[CH:27][CH:26]=[CH:25][C:24]=3[F:30])[C:17]=2[N:31]=1)C(=O)[O-])(C)C.C(O)(C(F)(F)F)=O, predict the reaction product. The product is: [F:30][C:24]1[CH:25]=[CH:26][CH:27]=[C:28]([F:29])[C:23]=1[N:18]1[C:17]2[N:31]=[C:13]([NH:12][CH2:11][CH2:10][NH:6][CH3:5])[N:14]=[C:15]([C:32]3[CH:37]=[C:36]([CH:35]=[CH:34][C:33]=3[CH3:44])[C:38]([NH:40][CH:41]([CH3:42])[CH3:43])=[O:39])[C:16]=2[CH2:21][NH:20][C:19]1=[O:22]. (3) Given the reactants [I:1]Cl.[OH:3][CH2:4][CH:5]([CH2:16][OH:17])[CH2:6][CH2:7][N:8]1[CH:15]=[CH:14][C:12](=[O:13])[NH:11][C:9]1=[O:10], predict the reaction product. The product is: [OH:3][CH2:4][CH:5]([CH2:16][OH:17])[CH2:6][CH2:7][N:8]1[CH:15]=[C:14]([I:1])[C:12](=[O:13])[NH:11][C:9]1=[O:10]. (4) Given the reactants [CH3:1][O:2][C:3]1[CH:4]=[C:5]2[C:10](=[CH:11][C:12]=1[O:13][CH3:14])[N:9]=[CH:8][CH:7]=[C:6]2[O:15][C:16]1[CH:22]=[CH:21][C:19]([NH2:20])=[C:18]([CH3:23])[C:17]=1[CH3:24].Cl[C:26](Cl)([O:28][C:29](=[O:35])OC(Cl)(Cl)Cl)Cl.[CH2:37]([N:39]([CH2:44][CH3:45])[CH2:40][CH2:41]CO)[CH3:38].C(=O)(O)[O-].[Na+], predict the reaction product. The product is: [CH3:1][O:2][C:3]1[CH:4]=[C:5]2[C:10](=[CH:11][C:12]=1[O:13][CH3:14])[N:9]=[CH:8][CH:7]=[C:6]2[O:15][C:16]1[CH:22]=[CH:21][C:19]([NH:20][C:29](=[O:35])[O:28][CH2:26][CH2:38][CH2:37][N:39]([CH2:44][CH3:45])[CH2:40][CH3:41])=[C:18]([CH3:23])[C:17]=1[CH3:24]. (5) Given the reactants [CH3:1][O:2][C:3]1[CH:12]=[CH:11][C:10]([C:13]#[N:14])=[CH:9][C:4]=1[C:5]([O:7]C)=[O:6].[OH-].[Li+], predict the reaction product. The product is: [CH3:1][O:2][C:3]1[CH:12]=[CH:11][C:10]([C:13]#[N:14])=[CH:9][C:4]=1[C:5]([OH:7])=[O:6]. (6) Given the reactants [N:1]([CH:4]([C:17]1[N:21]([CH2:22][O:23][CH2:24][CH2:25][Si:26]([CH3:29])([CH3:28])[CH3:27])[C:20]([C:30]2[CH:39]=[CH:38][C:37]3[C:32](=[CH:33][CH:34]=[CH:35][CH:36]=3)[CH:31]=2)=[N:19][CH:18]=1)[CH2:5][CH2:6][CH2:7][CH2:8][CH2:9][C:10]1([CH2:15][CH3:16])[O:14][CH2:13][CH2:12][O:11]1)=[N+]=[N-], predict the reaction product. The product is: [CH2:15]([C:10]1([CH2:9][CH2:8][CH2:7][CH2:6][CH2:5][CH:4]([NH2:1])[C:17]2[N:21]([CH2:22][O:23][CH2:24][CH2:25][Si:26]([CH3:29])([CH3:27])[CH3:28])[C:20]([C:30]3[CH:39]=[CH:38][C:37]4[C:32](=[CH:33][CH:34]=[CH:35][CH:36]=4)[CH:31]=3)=[N:19][CH:18]=2)[O:11][CH2:12][CH2:13][O:14]1)[CH3:16].